Dataset: NCI-60 drug combinations with 297,098 pairs across 59 cell lines. Task: Regression. Given two drug SMILES strings and cell line genomic features, predict the synergy score measuring deviation from expected non-interaction effect. (1) Drug 1: CC(C)NC(=O)C1=CC=C(C=C1)CNNC.Cl. Drug 2: CC12CCC3C(C1CCC2OP(=O)(O)O)CCC4=C3C=CC(=C4)OC(=O)N(CCCl)CCCl.[Na+]. Cell line: BT-549. Synergy scores: CSS=4.22, Synergy_ZIP=-1.87, Synergy_Bliss=4.13, Synergy_Loewe=0.590, Synergy_HSA=0.580. (2) Drug 1: C1=CC(=CC=C1CCC2=CNC3=C2C(=O)NC(=N3)N)C(=O)NC(CCC(=O)O)C(=O)O. Drug 2: CCCCCOC(=O)NC1=NC(=O)N(C=C1F)C2C(C(C(O2)C)O)O. Cell line: UACC62. Synergy scores: CSS=8.30, Synergy_ZIP=-2.89, Synergy_Bliss=-0.104, Synergy_Loewe=-9.12, Synergy_HSA=-0.105. (3) Drug 1: C1C(C(OC1N2C=NC3=C(N=C(N=C32)Cl)N)CO)O. Drug 2: CC1C(C(CC(O1)OC2CC(CC3=C2C(=C4C(=C3O)C(=O)C5=C(C4=O)C(=CC=C5)OC)O)(C(=O)CO)O)N)O.Cl. Cell line: HT29. Synergy scores: CSS=37.4, Synergy_ZIP=-7.74, Synergy_Bliss=-5.99, Synergy_Loewe=-9.99, Synergy_HSA=-3.11. (4) Drug 1: C1=CC(=CC=C1CCCC(=O)O)N(CCCl)CCCl. Drug 2: CC1CCC2CC(C(=CC=CC=CC(CC(C(=O)C(C(C(=CC(C(=O)CC(OC(=O)C3CCCCN3C(=O)C(=O)C1(O2)O)C(C)CC4CCC(C(C4)OC)OCCO)C)C)O)OC)C)C)C)OC. Cell line: HCC-2998. Synergy scores: CSS=12.2, Synergy_ZIP=-8.24, Synergy_Bliss=-4.33, Synergy_Loewe=-2.48, Synergy_HSA=-0.932. (5) Drug 1: CC12CCC3C(C1CCC2=O)CC(=C)C4=CC(=O)C=CC34C. Drug 2: C1CN(CCN1C(=O)CCBr)C(=O)CCBr. Cell line: CCRF-CEM. Synergy scores: CSS=47.6, Synergy_ZIP=-0.814, Synergy_Bliss=0.960, Synergy_Loewe=-6.79, Synergy_HSA=1.68.